From a dataset of Full USPTO retrosynthesis dataset with 1.9M reactions from patents (1976-2016). Predict the reactants needed to synthesize the given product. Given the product [Br:1][C:2]1[CH:8]=[CH:7][C:5]([NH:6][NH2:10])=[CH:4][CH:3]=1, predict the reactants needed to synthesize it. The reactants are: [Br:1][C:2]1[CH:8]=[CH:7][C:5]([NH2:6])=[CH:4][CH:3]=1.Cl.[N:10]([O-])=O.[Na+].NC1C=CC=CC=1.S([O-])([O-])=O.[NH4+].[NH4+].